Dataset: Forward reaction prediction with 1.9M reactions from USPTO patents (1976-2016). Task: Predict the product of the given reaction. (1) Given the reactants [CH2:1]([N:3]([C:31](=O)[C:32]1[CH:37]=[CH:36][C:35]([OH:38])=[C:34]([F:39])[CH:33]=1)[C:4]1[CH:9]=[C:8]([O:10][CH3:11])[C:7]([O:12][CH3:13])=[CH:6][C:5]=1[CH:14]1[CH2:23][CH2:22][C:21]2[CH:20]=[C:19]([O:24]C(=O)C(C)(C)C)[CH:18]=[CH:17][C:16]=2[CH2:15]1)[CH3:2].Cl[CH2:42][C:43]([N:45]([CH:47]([CH3:49])[CH3:48])[CH3:46])=O, predict the reaction product. The product is: [CH2:1]([N:3]([CH2:31][C:32]1[CH:37]=[CH:36][C:35]([O:38][CH2:42][CH2:43][N:45]([CH:47]([CH3:49])[CH3:48])[CH3:46])=[C:34]([F:39])[CH:33]=1)[C:4]1[CH:9]=[C:8]([O:10][CH3:11])[C:7]([O:12][CH3:13])=[CH:6][C:5]=1[CH:14]1[CH2:23][CH2:22][C:17]2[CH:18]=[C:19]([OH:24])[CH:20]=[CH:21][C:16]=2[CH2:15]1)[CH3:2]. (2) The product is: [C:92]([NH:95][C@H:96]([C:97]([OH:99])=[O:98])[CH2:102][SH:82])(=[O:94])[CH3:93]. Given the reactants OC1[C@@H]([C@@H](O)CO)OC(=O)C=1O.N[C@H](C(O)=O)CCC(=O)N.COC1C=C([C@H]2OC3C=C([C@H]4OC5C=C(O)C=C(O)C=5C(=O)[C@@H]4O)C=CC=3O[C@@H]2CO)C=CC=1O.C1C(C2OC3C=C(O)C=C(O)C=3C(=O)C=2O)=CC(O)=C(O)C=1.C1C(CCCCC(O)=O)S[S:82]C1.[C:92]([NH:95][C@@H:96]1[C@@H:102](O)[C@H](O)[C@@H](CO)[O:99][CH:97]1[OH:98])(=[O:94])[CH3:93], predict the reaction product. (3) Given the reactants [CH2:1]([O:3][C:4]([C:6]1[CH:10]=[C:9](Br)[S:8][CH:7]=1)=[O:5])[CH3:2].[F:12][C:13]1[CH:18]=[CH:17][C:16](B(O)O)=[CH:15][CH:14]=1.C(=O)([O-])[O-].[K+].[K+].COCCOC.O, predict the reaction product. The product is: [CH2:1]([O:3][C:4]([C:6]1[CH:10]=[C:9]([C:16]2[CH:17]=[CH:18][C:13]([F:12])=[CH:14][CH:15]=2)[S:8][CH:7]=1)=[O:5])[CH3:2]. (4) Given the reactants [C:1]([O:5][C:6](=[O:25])[NH:7][CH:8]1[CH2:13][CH2:12][N:11]([C:14]2[N:15]([CH3:24])[C:16](=[O:23])[C:17](Cl)=[C:18]([C:20]#[N:21])[N:19]=2)[CH2:10][CH2:9]1)([CH3:4])([CH3:3])[CH3:2].[F:26][C:27]1[CH:28]=[C:29](B(O)O)[CH:30]=[CH:31][C:32]=1[O:33][CH3:34].C([O-])([O-])=O.[Na+].[Na+], predict the reaction product. The product is: [C:1]([O:5][C:6](=[O:25])[NH:7][CH:8]1[CH2:13][CH2:12][N:11]([C:14]2[N:15]([CH3:24])[C:16](=[O:23])[C:17]([C:29]3[CH:30]=[CH:31][C:32]([O:33][CH3:34])=[C:27]([F:26])[CH:28]=3)=[C:18]([C:20]#[N:21])[N:19]=2)[CH2:10][CH2:9]1)([CH3:4])([CH3:3])[CH3:2]. (5) Given the reactants Cl[C:2]1[CH:7]=[CH:6][N:5]2[C:8]([C:11]([NH:13][C:14]3[CH:22]=[CH:21][CH:20]=[C:19]4[C:15]=3[C:16]([CH3:33])=[N:17][N:18]4[CH2:23][C:24]3[CH:29]=[CH:28][CH:27]=[C:26]([CH:30]([CH3:32])[CH3:31])[N:25]=3)=[O:12])=[CH:9][N:10]=[C:4]2[CH:3]=1.[CH3:34][C@H:35]1[N:40]([CH3:41])[C@@H:39]([CH3:42])[CH2:38][N:37]([CH2:43][CH2:44][OH:45])[CH2:36]1.[OH-].[K+], predict the reaction product. The product is: [CH:30]([C:26]1[N:25]=[C:24]([CH2:23][N:18]2[C:19]3[C:15](=[C:14]([NH:13][C:11]([C:8]4[N:5]5[CH:6]=[CH:7][C:2]([O:45][CH2:44][CH2:43][N:37]6[CH2:38][C@@H:39]([CH3:42])[N:40]([CH3:41])[C@@H:35]([CH3:34])[CH2:36]6)=[CH:3][C:4]5=[N:10][CH:9]=4)=[O:12])[CH:22]=[CH:21][CH:20]=3)[C:16]([CH3:33])=[N:17]2)[CH:29]=[CH:28][CH:27]=1)([CH3:32])[CH3:31]. (6) Given the reactants [ClH:1].[NH:2]1[CH2:7][CH2:6][CH:5]([N:8]2[C:12]3[CH:13]=[C:14]([O:17][C:18]([F:21])([F:20])[F:19])[CH:15]=[CH:16][C:11]=3[NH:10][C:9]2=[O:22])[CH2:4][CH2:3]1.[O:23]1[CH2:28][CH2:27][C:26](=O)[CH2:25][CH2:24]1.C(O[BH-](OC(=O)C)OC(=O)C)(=O)C.[Na+].[Cl-].[NH4+], predict the reaction product. The product is: [ClH:1].[O:23]1[CH2:28][CH2:27][CH:26]([N:2]2[CH2:7][CH2:6][CH:5]([N:8]3[C:12]4[CH:13]=[C:14]([O:17][C:18]([F:19])([F:21])[F:20])[CH:15]=[CH:16][C:11]=4[NH:10][C:9]3=[O:22])[CH2:4][CH2:3]2)[CH2:25][CH2:24]1. (7) Given the reactants Cl[C:2]1[N:3]=[C:4]([N:26]2[CH2:31][CH2:30][O:29][CH2:28][CH2:27]2)[C:5]2[N:11]=[C:10]([CH2:12][CH:13]3[CH2:18][CH2:17][N:16]([C:19]([O:21][C:22]([CH3:25])([CH3:24])[CH3:23])=[O:20])[CH2:15][CH2:14]3)[CH:9]=[CH:8][C:6]=2[N:7]=1.[Si]([N:39]1[C:47]2[C:42](=[C:43](B3OC(C)(C)C(C)(C)O3)[C:44]([F:48])=[CH:45][CH:46]=2)[CH:41]=[CH:40]1)(C(C)(C)C)(C)C, predict the reaction product. The product is: [F:48][C:44]1[C:43]([C:2]2[N:3]=[C:4]([N:26]3[CH2:31][CH2:30][O:29][CH2:28][CH2:27]3)[C:5]3[N:11]=[C:10]([CH2:12][CH:13]4[CH2:18][CH2:17][N:16]([C:19]([O:21][C:22]([CH3:25])([CH3:24])[CH3:23])=[O:20])[CH2:15][CH2:14]4)[CH:9]=[CH:8][C:6]=3[N:7]=2)=[C:42]2[C:47](=[CH:46][CH:45]=1)[NH:39][CH:40]=[CH:41]2.